From a dataset of Retrosynthesis with 50K atom-mapped reactions and 10 reaction types from USPTO. Predict the reactants needed to synthesize the given product. (1) Given the product Cc1cccc(Nc2nc(-c3ccnc(C#CCO)c3)cs2)c1, predict the reactants needed to synthesize it. The reactants are: C#CCO.Cc1cccc(Nc2nc(-c3ccnc(Br)c3)cs2)c1. (2) Given the product COC(CCCCN1CCC(CNCc2ccccc2)CC1)OC, predict the reactants needed to synthesize it. The reactants are: COC(CCCCBr)OC.c1ccc(CNCC2CCNCC2)cc1. (3) Given the product Cc1c(Cl)cc(N)cc1-c1ccc2nc(N)ncc2c1, predict the reactants needed to synthesize it. The reactants are: Cc1c(Cl)cc([N+](=O)[O-])cc1-c1ccc2nc(N)ncc2c1. (4) Given the product C=CCC(C(=O)O)N1CCCC1=O, predict the reactants needed to synthesize it. The reactants are: C=CCC(C(=O)OC)N1CCCC1=O. (5) Given the product CCC1CC(Nc2ncc(Br)cn2)CC(Cc2ccccc2)N1C(=O)OC(C)(C)C, predict the reactants needed to synthesize it. The reactants are: CCC1CC(N)CC(Cc2ccccc2)N1C(=O)OC(C)(C)C.Clc1ncc(Br)cn1. (6) Given the product CC(O)(CNC(=O)c1cnc(Br)c(-c2ccc(Cl)cc2)n1)C1CC1, predict the reactants needed to synthesize it. The reactants are: CC(O)(CN)C1CC1.O=C(O)c1cnc(Br)c(-c2ccc(Cl)cc2)n1. (7) Given the product CCOC(=O)Cn1nc(-c2cccnc2)c(Cl)c1C, predict the reactants needed to synthesize it. The reactants are: CCOC(=O)CBr.Cc1[nH]nc(-c2cccnc2)c1Cl. (8) Given the product COC(=O)c1ccc(OC(F)F)c(F)c1, predict the reactants needed to synthesize it. The reactants are: COC(=O)c1ccc(O)c(F)c1.FC(F)Cl.